From a dataset of Full USPTO retrosynthesis dataset with 1.9M reactions from patents (1976-2016). Predict the reactants needed to synthesize the given product. (1) The reactants are: Br[C:2]1[CH:7]=[N:6][C:5]([Br:8])=[CH:4][N:3]=1.Cl.[F:10][C:11]1([F:17])[CH2:16][CH2:15][NH:14][CH2:13][CH2:12]1.C(=O)([O-])[O-].[Cs+].[Cs+].O. Given the product [Br:8][C:5]1[CH:4]=[N:3][C:2]([N:14]2[CH2:15][CH2:16][C:11]([F:17])([F:10])[CH2:12][CH2:13]2)=[CH:7][N:6]=1, predict the reactants needed to synthesize it. (2) Given the product [Cl:11][C:12]1[CH:17]=[C:16]([N:18]=[C:6]=[S:7])[CH:15]=[CH:14][N:13]=1, predict the reactants needed to synthesize it. The reactants are: C(=O)([O-])[O-].[Ca+2].[C:6](Cl)(Cl)=[S:7].O.[Cl:11][C:12]1[CH:17]=[C:16]([NH2:18])[CH:15]=[CH:14][N:13]=1. (3) Given the product [C:8]([C:10]1[CH:15]=[CH:14][CH:13]=[CH:12][C:11]=1[C:16]1[C:17](=[O:35])[N:18]([C:28]2[CH:33]=[CH:32][CH:31]=[C:30]([NH:34][S:39]([CH3:38])(=[O:41])=[O:40])[CH:29]=2)[CH:19]=[C:20]([C:22]2[CH:27]=[CH:26][CH:25]=[CH:24][N:23]=2)[CH:21]=1)#[N:9], predict the reactants needed to synthesize it. The reactants are: C(N(CC)CC)C.[C:8]([C:10]1[CH:15]=[CH:14][CH:13]=[CH:12][C:11]=1[C:16]1[C:17](=[O:35])[N:18]([C:28]2[CH:33]=[CH:32][CH:31]=[C:30]([NH2:34])[CH:29]=2)[CH:19]=[C:20]([C:22]2[CH:27]=[CH:26][CH:25]=[CH:24][N:23]=2)[CH:21]=1)#[N:9].[OH-].[Na+].[CH3:38][S:39](Cl)(=[O:41])=[O:40].